The task is: Predict the reaction yield, written as a fraction of the theoretical maximum amount of product (1.0 means a 100% yield; for example, 0.34 means a 34% yield).. This data is from Reaction yield outcomes from USPTO patents with 853,638 reactions. (1) The reactants are [CH3:1][C:2]1[CH:3]=[C:4]([OH:9])[CH:5]=[C:6]([CH3:8])[CH:7]=1.[CH2:10](Br)[C:11]([C:13]1[CH:18]=[CH:17][CH:16]=[CH:15][CH:14]=1)=[O:12]. The catalyst is CO. The product is [CH3:1][C:2]1[CH:3]=[C:4]([CH:5]=[C:6]([CH3:8])[CH:7]=1)[O:9][CH2:10][C:11]([C:13]1[CH:18]=[CH:17][CH:16]=[CH:15][CH:14]=1)=[O:12]. The yield is 0.860. (2) The reactants are [Cl-].O[NH3+:3].[C:4](=[O:7])([O-])[OH:5].[Na+].CS(C)=O.[CH2:13]([C:15]1[N:16]=[C:17]([CH2:44][CH2:45][CH3:46])[N:18]([CH2:29][C:30]2[CH:35]=[CH:34][C:33]([C:36]3[C:37]([C:42]#[N:43])=[CH:38][CH:39]=[CH:40][CH:41]=3)=[CH:32][CH:31]=2)[C:19](=[O:28])[C:20]=1[C:21]1[CH:26]=[CH:25][C:24]([F:27])=[CH:23][CH:22]=1)[CH3:14]. The catalyst is O. The product is [CH2:13]([C:15]1[N:16]=[C:17]([CH2:44][CH2:45][CH3:46])[N:18]([CH2:29][C:30]2[CH:35]=[CH:34][C:33]([C:36]3[CH:41]=[CH:40][CH:39]=[CH:38][C:37]=3[C:42]3[NH:3][C:4](=[O:7])[O:5][N:43]=3)=[CH:32][CH:31]=2)[C:19](=[O:28])[C:20]=1[C:21]1[CH:22]=[CH:23][C:24]([F:27])=[CH:25][CH:26]=1)[CH3:14]. The yield is 0.720. (3) The reactants are [CH:1]1[C:6]([N+:7]([O-])=O)=[CH:5][CH:4]=[C:3]([Cl-]C([O-])=O)C=1.[F:14][C:15]1[C:22]([F:23])=[CH:21][CH:20]=[CH:19][C:16]=1[CH2:17][NH2:18].[CH3:24]CN(C(C)C)C(C)C.[Si:33]([O:40]C[C@@H](NC)CC=C)([C:36]([CH3:39])([CH3:38])[CH3:37])([CH3:35])[CH3:34].C1C[O:51][CH2:50]C1. No catalyst specified. The product is [Si:33]([O:40][CH2:1][C@@H:6]([N:7]([CH3:24])[C:50]([NH:18][CH2:17][C:16]1[CH:19]=[CH:20][CH:21]=[C:22]([F:23])[C:15]=1[F:14])=[O:51])[CH2:5][CH:4]=[CH2:3])([C:36]([CH3:37])([CH3:38])[CH3:39])([CH3:34])[CH3:35]. The yield is 0.490. (4) The reactants are [C:1]([Cl:4])(=O)C.Cl.[Cl:6][C:7]1[CH:15]=[C:14]([F:16])[C:13]([NH:17][NH2:18])=[CH:12][C:8]=1[C:9]([OH:11])=[O:10]. The catalyst is CO. The product is [ClH:4].[Cl:6][C:7]1[CH:15]=[C:14]([F:16])[C:13]([NH:17][NH2:18])=[CH:12][C:8]=1[C:9]([O:11][CH3:1])=[O:10]. The yield is 1.00. (5) The product is [F:19][C:20]1[CH:25]=[CH:24][CH:23]=[CH:22][C:21]=1[N:26]1[CH:31]=[C:30]([O:32][CH3:33])[C:29](=[O:34])[C:28]([C:35]([N:3]([O:4][CH3:5])[CH3:2])=[O:37])=[N:27]1. The yield is 0.650. The reactants are Cl.[CH3:2][NH:3][O:4][CH3:5].CCN(C(C)C)C(C)C.C[Al](C)C.[F:19][C:20]1[CH:25]=[CH:24][CH:23]=[CH:22][C:21]=1[N:26]1[CH:31]=[C:30]([O:32][CH3:33])[C:29](=[O:34])[C:28]([C:35]([O:37]C)=O)=[N:27]1.Cl.[Na+].[Cl-]. The catalyst is C(Cl)Cl.